This data is from Reaction yield outcomes from USPTO patents with 853,638 reactions. The task is: Predict the reaction yield, written as a fraction of the theoretical maximum amount of product (1.0 means a 100% yield; for example, 0.34 means a 34% yield). (1) The reactants are [NH2:1][C:2]1[CH:7]=[CH:6][C:5]([C:8]2[N:13]=[C:12]([N:14]3[CH2:20][CH:19]4[O:21][CH:16]([CH2:17][CH2:18]4)[CH2:15]3)[N:11]=[C:10]([C:22]3[CH:27]=[CH:26][C:25]([NH:28][C:29]([NH:31][CH3:32])=[O:30])=[CH:24][CH:23]=3)[N:9]=2)=[CH:4][CH:3]=1.[C:33]([C:36]1[CH:37]=[C:38]([NH:42][C:43](=O)[O:44]C2C=CC=CC=2)[CH:39]=[CH:40][CH:41]=1)(=[O:35])[NH2:34]. No catalyst specified. The product is [CH3:32][NH:31][C:29]([NH:28][C:25]1[CH:26]=[CH:27][C:22]([C:10]2[N:11]=[C:12]([N:14]3[CH2:20][CH:19]4[O:21][CH:16]([CH2:17][CH2:18]4)[CH2:15]3)[N:13]=[C:8]([C:5]3[CH:4]=[CH:3][C:2]([NH:1][C:43]([NH:42][C:38]4[CH:37]=[C:36]([CH:41]=[CH:40][CH:39]=4)[C:33]([NH2:34])=[O:35])=[O:44])=[CH:7][CH:6]=3)[N:9]=2)=[CH:23][CH:24]=1)=[O:30]. The yield is 0.130. (2) The product is [Cl:1][C:2]1[C:3]2[CH:20]=[CH:19][N:18]([CH2:30][CH2:31][N:32]3[CH2:37][CH2:36][O:35][CH2:34][CH2:33]3)[C:4]=2[N:5]=[C:6]([S:8]([C:11]2[CH:12]=[CH:13][C:14]([F:17])=[CH:15][CH:16]=2)(=[O:9])=[O:10])[N:7]=1. The reactants are [Cl:1][C:2]1[C:3]2[CH:20]=[CH:19][NH:18][C:4]=2[N:5]=[C:6]([S:8]([C:11]2[CH:16]=[CH:15][C:14]([F:17])=[CH:13][CH:12]=2)(=[O:10])=[O:9])[N:7]=1.CC(C)([O-])C.[K+].[I-].[Na+].Cl[CH2:30][CH2:31][N:32]1[CH2:37][CH2:36][O:35][CH2:34][CH2:33]1. The catalyst is CN(C=O)C. The yield is 0.100. (3) The reactants are [CH3:1][N:2]1[CH:6]=[C:5]([C:7]2[C:8]([C:17]([F:20])([F:19])[F:18])=[CH:9][C:10]3[NH:15][CH2:14][CH2:13][O:12][C:11]=3[CH:16]=2)[CH:4]=[N:3]1.Br[C:22]1[C:26]2[CH2:27][N:28]([C:31]([O:33][C:34]([CH3:37])([CH3:36])[CH3:35])=[O:32])[CH2:29][CH2:30][C:25]=2[N:24]([CH:38]2[CH2:43][CH2:42][O:41][CH2:40][CH2:39]2)[N:23]=1.C(O[Na])(C)(C)C.C1(P(C2CCCCC2)C2C=CC=CC=2C2C(OC(C)C)=CC=CC=2OC(C)C)CCCCC1. The catalyst is O1CCOCC1. The product is [CH3:1][N:2]1[CH:6]=[C:5]([C:7]2[C:8]([C:17]([F:18])([F:20])[F:19])=[CH:9][C:10]3[N:15]([C:22]4[C:26]5[CH2:27][N:28]([C:31]([O:33][C:34]([CH3:36])([CH3:37])[CH3:35])=[O:32])[CH2:29][CH2:30][C:25]=5[N:24]([CH:38]5[CH2:39][CH2:40][O:41][CH2:42][CH2:43]5)[N:23]=4)[CH2:14][CH2:13][O:12][C:11]=3[CH:16]=2)[CH:4]=[N:3]1. The yield is 0.720. (4) The reactants are [NH:1]1[CH2:4][CH:3]([CH2:5][C:6]2[N:7]([CH3:33])[C:8]3[C:13]([N:14]=2)=[C:12]([N:15]2[CH2:20][CH2:19][O:18][CH2:17][CH2:16]2)[N:11]=[C:10]([N:21]2[C:25]4[CH:26]=[CH:27][CH:28]=[CH:29][C:24]=4[N:23]=[C:22]2[C@@H:30]([OH:32])[CH3:31])[N:9]=3)[CH2:2]1.CCN(C(C)C)C(C)C.[C:43](Cl)(=[O:47])[CH:44]([CH3:46])[CH3:45]. The catalyst is C1COCC1. The product is [OH:32][C@H:30]([C:22]1[N:21]([C:10]2[N:9]=[C:8]3[C:13]([N:14]=[C:6]([CH2:5][CH:3]4[CH2:4][N:1]([C:43](=[O:47])[CH:44]([CH3:46])[CH3:45])[CH2:2]4)[N:7]3[CH3:33])=[C:12]([N:15]3[CH2:20][CH2:19][O:18][CH2:17][CH2:16]3)[N:11]=2)[C:25]2[CH:26]=[CH:27][CH:28]=[CH:29][C:24]=2[N:23]=1)[CH3:31]. The yield is 0.270. (5) The reactants are Br[CH2:2][C:3]1[NH:8][C:7]([C:9]2[S:10][CH:11]=[CH:12][N:13]=2)=[N:6][CH:5]([C:14]2[CH:19]=[CH:18][C:17]([Cl:20])=[CH:16][C:15]=2[Cl:21])[C:4]=1[C:22]([O:24][CH3:25])=[O:23].[NH:26]1[CH2:31][CH2:30][O:29][CH2:28][C@@H:27]1[CH2:32][OH:33]. No catalyst specified. The product is [Cl:21][C:15]1[CH:16]=[C:17]([Cl:20])[CH:18]=[CH:19][C:14]=1[CH:5]1[C:4]([C:22]([O:24][CH3:25])=[O:23])=[C:3]([CH2:2][N:26]2[CH2:31][CH2:30][O:29][CH2:28][C@@H:27]2[CH2:32][OH:33])[NH:8][C:7]([C:9]2[S:10][CH:11]=[CH:12][N:13]=2)=[N:6]1. The yield is 0.440. (6) The reactants are I[C:2]1[CH:7]=[CH:6][C:5]([CH3:8])=[CH:4][C:3]=1[CH3:9].[CH2:10]([CH:14]1[CH2:19][CH2:18][N:17]([CH2:20][CH2:21][CH2:22][C:23]#N)[CH2:16][CH2:15]1)[CH2:11][CH2:12][CH3:13].C(Cl)Cl.C[OH:29]. The catalyst is CCOCC.C(Cl)Cl. The product is [CH2:10]([CH:14]1[CH2:19][CH2:18][N:17]([CH2:20][CH2:21][CH2:22][C:23]([C:2]2[CH:7]=[CH:6][C:5]([CH3:8])=[CH:4][C:3]=2[CH3:9])=[O:29])[CH2:16][CH2:15]1)[CH2:11][CH2:12][CH3:13]. The yield is 0.350.